Dataset: NCI-60 drug combinations with 297,098 pairs across 59 cell lines. Task: Regression. Given two drug SMILES strings and cell line genomic features, predict the synergy score measuring deviation from expected non-interaction effect. Drug 1: CC1C(C(=O)NC(C(=O)N2CCCC2C(=O)N(CC(=O)N(C(C(=O)O1)C(C)C)C)C)C(C)C)NC(=O)C3=C4C(=C(C=C3)C)OC5=C(C(=O)C(=C(C5=N4)C(=O)NC6C(OC(=O)C(N(C(=O)CN(C(=O)C7CCCN7C(=O)C(NC6=O)C(C)C)C)C)C(C)C)C)N)C. Drug 2: CS(=O)(=O)OCCCCOS(=O)(=O)C. Cell line: MOLT-4. Synergy scores: CSS=33.6, Synergy_ZIP=-0.00656, Synergy_Bliss=2.86, Synergy_Loewe=-4.32, Synergy_HSA=2.53.